Dataset: Forward reaction prediction with 1.9M reactions from USPTO patents (1976-2016). Task: Predict the product of the given reaction. (1) Given the reactants CC1C(N=C=O)=CC([N:8]=C=O)=CC=1.[C:14]([O-:27])(=[O:26])[CH2:15][CH2:16]CCCCCCCCC.[C:14]([O-:27])(=[O:26])[CH2:15][CH2:16]CCCCCCCCC.C([Sn+2]CCCC)CCC.[C:51]([O:55][CH2:56][CH2:57]CO)(=[O:54])C=C.CC(O)COC(CO)C, predict the reaction product. The product is: [C:14]([OH:27])(=[O:26])[CH:15]=[CH2:16].[NH2:8][C:51]([O:55][CH2:56][CH3:57])=[O:54]. (2) Given the reactants [NH2:1][C:2]1[CH:7]=[CH:6][CH:5]=[CH:4][C:3]=1[NH:8][C:9]1[C:10]([CH3:19])=[C:11]([CH:16]=[CH:17][CH:18]=1)[C:12]([O:14][CH3:15])=[O:13].[O:20]1[CH2:24][CH2:23][CH2:22][C@H:21]1[C:25](O)=[O:26].Cl.CN(C)CCCN=C=NCC.ON1C2C=CC=CC=2N=N1, predict the reaction product. The product is: [CH3:19][C:10]1[C:9]([NH:8][C:3]2[CH:4]=[CH:5][CH:6]=[CH:7][C:2]=2[NH:1][C:25]([C@@H:21]2[CH2:22][CH2:23][CH2:24][O:20]2)=[O:26])=[CH:18][CH:17]=[CH:16][C:11]=1[C:12]([O:14][CH3:15])=[O:13].